This data is from Forward reaction prediction with 1.9M reactions from USPTO patents (1976-2016). The task is: Predict the product of the given reaction. (1) Given the reactants C(O[C:4]([C:6]1([CH2:12][CH2:13]OC)[CH2:11][CH2:10][NH:9][CH2:8][CH2:7]1)=[O:5])C.[CH3:16][C:17]1[S:21][C:20]([S:22](Cl)(=[O:24])=[O:23])=[CH:19][CH:18]=1.[F:26][C:27]([F:37])([F:36])[O:28][C:29]1[CH:35]=[CH:34][C:32]([NH2:33])=[CH:31][CH:30]=1, predict the reaction product. The product is: [CH3:16][C:17]1[S:21][C:20]([S:22]([N:9]2[CH2:8][CH2:7][C:6]3([C:4](=[O:5])[N:33]([C:32]4[CH:34]=[CH:35][C:29]([O:28][C:27]([F:26])([F:36])[F:37])=[CH:30][CH:31]=4)[CH2:13][CH2:12]3)[CH2:11][CH2:10]2)(=[O:24])=[O:23])=[CH:19][CH:18]=1. (2) Given the reactants C[O:2][C:3]1[CH:4]=[C:5]2[C:9](=[CH:10][C:11]=1[O:12]C)[C:8](=[O:14])[O:7][CH2:6]2.B(Br)(Br)Br, predict the reaction product. The product is: [OH:2][C:3]1[CH:4]=[C:5]2[C:9](=[CH:10][C:11]=1[OH:12])[C:8](=[O:14])[O:7][CH2:6]2. (3) Given the reactants [Cl:1][C:2]1[CH:7]=[CH:6][C:5]([C:8]2(O)[CH2:13][CH2:12][N:11]([C:14]([O:16][C:17]([CH3:20])([CH3:19])[CH3:18])=[O:15])[CH2:10][CH:9]2[CH3:21])=[CH:4][CH:3]=1.Cl.[OH-].[Na+], predict the reaction product. The product is: [Cl:1][C:2]1[CH:7]=[CH:6][C:5]([C:8]2[CH2:13][CH2:12][N:11]([C:14]([O:16][C:17]([CH3:20])([CH3:19])[CH3:18])=[O:15])[CH2:10][C:9]=2[CH3:21])=[CH:4][CH:3]=1.